This data is from Forward reaction prediction with 1.9M reactions from USPTO patents (1976-2016). The task is: Predict the product of the given reaction. The product is: [C:11]([O:15][C:16]([N:18]1[CH2:19][CH:20]2[CH:22]([CH:21]2[CH:24]=[O:25])[CH2:23]1)=[O:17])([CH3:14])([CH3:13])[CH3:12]. Given the reactants C(Cl)(=O)C(Cl)=O.CS(C)=O.[C:11]([O:15][C:16]([N:18]1[CH2:23][CH:22]2[CH:20]([CH:21]2[CH2:24][OH:25])[CH2:19]1)=[O:17])([CH3:14])([CH3:13])[CH3:12].C(N(CC)CC)C, predict the reaction product.